This data is from Full USPTO retrosynthesis dataset with 1.9M reactions from patents (1976-2016). The task is: Predict the reactants needed to synthesize the given product. (1) Given the product [CH3:1][O:2][C:3](=[O:14])[CH2:4][O:5][C:6]1[CH:11]=[CH:10][C:9]([Cl:12])=[C:8]2[C:7]=1[CH:18]([OH:17])[C:19]([CH2:24][C:25]1[CH:26]=[CH:27][C:28]([F:31])=[CH:29][CH:30]=1)=[C:20]([CH2:21][CH3:22])[NH:13]2, predict the reactants needed to synthesize it. The reactants are: [CH3:1][O:2][C:3](=[O:14])[CH2:4][O:5][C:6]1[CH:11]=[CH:10][C:9]([Cl:12])=[C:8]([NH2:13])[CH:7]=1.C([O:17][C:18](=O)[CH:19]([CH2:24][C:25]1[CH:30]=[CH:29][C:28]([F:31])=[CH:27][CH:26]=1)[C:20](=O)[CH2:21][CH3:22])C. (2) The reactants are: [NH2:1][C:2]1[CH:7]=[CH:6][C:5]([CH2:8][C:9]([O:11][CH2:12][CH3:13])=[O:10])=[CH:4][CH:3]=1.CCN(CC)CC.[C:21]1([N:27]=[C:28]=[O:29])[CH:26]=[CH:25][CH:24]=[CH:23][CH:22]=1. Given the product [C:21]1([NH:27][C:28](=[O:29])[NH:1][C:2]2[CH:3]=[CH:4][C:5]([CH2:8][C:9]([O:11][CH2:12][CH3:13])=[O:10])=[CH:6][CH:7]=2)[CH:26]=[CH:25][CH:24]=[CH:23][CH:22]=1, predict the reactants needed to synthesize it. (3) Given the product [NH2:30][C:24]1[C:23]([O:22][CH:20]2[CH2:21][N:18]([C:10]([C:11]3[CH:12]=[CH:13][CH:14]=[CH:15][CH:16]=3)=[O:17])[CH2:19]2)=[N:28][C:27]([Br:29])=[CH:26][N:25]=1, predict the reactants needed to synthesize it. The reactants are: [C:10](O[C:10](=[O:17])[C:11]1[CH:16]=[CH:15][CH:14]=[CH:13][CH:12]=1)(=[O:17])[C:11]1[CH:16]=[CH:15][CH:14]=[CH:13][CH:12]=1.[NH:18]1[CH2:21][CH:20]([O:22][C:23]2[C:24]([NH2:30])=[N:25][CH:26]=[C:27]([Br:29])[N:28]=2)[CH2:19]1. (4) Given the product [Cl:8][C:9]1[CH:34]=[CH:33][C:12]2[N:13]3[C:17]([CH2:18][N:19]([CH:4]4[CH2:5][CH2:6][O:1][CH2:2][CH2:3]4)[CH2:20][C:11]=2[CH:10]=1)=[N:16][N:15]=[C:14]3[CH:21]1[CH2:22][CH2:23][N:24]([C:27]2[CH:32]=[CH:31][CH:30]=[CH:29][N:28]=2)[CH2:25][CH2:26]1, predict the reactants needed to synthesize it. The reactants are: [O:1]1[CH2:6][CH2:5][C:4](=O)[CH2:3][CH2:2]1.[Cl:8][C:9]1[CH:34]=[CH:33][C:12]2[N:13]3[C:17]([CH2:18][NH:19][CH2:20][C:11]=2[CH:10]=1)=[N:16][N:15]=[C:14]3[CH:21]1[CH2:26][CH2:25][N:24]([C:27]2[CH:32]=[CH:31][CH:30]=[CH:29][N:28]=2)[CH2:23][CH2:22]1.C(O[BH-](OC(=O)C)OC(=O)C)(=O)C.[Na+]. (5) The reactants are: C([Li])CCC.[CH2:6]([C@H:13]1[CH2:17][O:16][C:15](=[O:18])[NH:14]1)[C:7]1[CH:12]=[CH:11][CH:10]=[CH:9][CH:8]=1.[CH3:19][O:20][C:21]1[CH:26]=[CH:25][C:24]([CH2:27][C:28](Cl)=[O:29])=[CH:23][CH:22]=1. Given the product [CH2:6]([C@H:13]1[CH2:17][O:16][C:15](=[O:18])[N:14]1[C:28](=[O:29])[CH2:27][C:24]1[CH:25]=[CH:26][C:21]([O:20][CH3:19])=[CH:22][CH:23]=1)[C:7]1[CH:8]=[CH:9][CH:10]=[CH:11][CH:12]=1, predict the reactants needed to synthesize it. (6) Given the product [CH:36]1([C:12]2[CH:11]=[C:10]([NH:9][C:5]3[CH:4]=[C:3]([C:1]#[N:2])[CH:8]=[CH:7][N:6]=3)[N:15]=[C:14]([C:16]3[CH:17]=[N:18][C:19]([N:22]4[CH2:28][CH2:27][CH2:26][NH:25][CH2:24][CH2:23]4)=[CH:20][CH:21]=3)[CH:13]=2)[CH2:37][CH2:38]1, predict the reactants needed to synthesize it. The reactants are: [C:1]([C:3]1[CH:8]=[CH:7][N:6]=[C:5]([NH:9][C:10]2[N:15]=[C:14]([C:16]3[CH:17]=[N:18][C:19]([N:22]4[CH2:28][CH2:27][CH2:26][N:25](C(OC(C)(C)C)=O)[CH2:24][CH2:23]4)=[CH:20][CH:21]=3)[CH:13]=[C:12]([CH:36]3[CH2:38][CH2:37]3)[CH:11]=2)[CH:4]=1)#[N:2].C(O)(C(F)(F)F)=O.